Dataset: NCI-60 drug combinations with 297,098 pairs across 59 cell lines. Task: Regression. Given two drug SMILES strings and cell line genomic features, predict the synergy score measuring deviation from expected non-interaction effect. (1) Drug 1: CC12CCC(CC1=CCC3C2CCC4(C3CC=C4C5=CN=CC=C5)C)O. Drug 2: CN(CCCl)CCCl.Cl. Cell line: SF-539. Synergy scores: CSS=9.66, Synergy_ZIP=-5.72, Synergy_Bliss=-2.17, Synergy_Loewe=-2.57, Synergy_HSA=-1.70. (2) Drug 1: CC1=C(C=C(C=C1)NC2=NC=CC(=N2)N(C)C3=CC4=NN(C(=C4C=C3)C)C)S(=O)(=O)N.Cl. Drug 2: CC12CCC(CC1=CCC3C2CCC4(C3CC=C4C5=CN=CC=C5)C)O. Cell line: SK-MEL-28. Synergy scores: CSS=0.345, Synergy_ZIP=0.638, Synergy_Bliss=1.31, Synergy_Loewe=-3.98, Synergy_HSA=-2.38.